Dataset: Forward reaction prediction with 1.9M reactions from USPTO patents (1976-2016). Task: Predict the product of the given reaction. (1) Given the reactants FC(F)(F)C(O)=O.[CH3:8][N:9]([CH3:23])[CH2:10][CH2:11][O:12][CH2:13][CH2:14][NH:15]C(=O)OC(C)(C)C, predict the reaction product. The product is: [CH3:8][N:9]([CH3:23])[CH2:10][CH2:11][O:12][CH2:13][CH2:14][NH2:15]. (2) Given the reactants [C:1]1([C:7]2[CH:20]=[CH:19][C:18]3[C:9](=[C:10]([C:27]4[CH:36]=[CH:35][C:34]5[C:29](=[CH:30][CH:31]=[CH:32][CH:33]=5)[CH:28]=4)[C:11]4[C:16]([CH:17]=3)=[CH:15][C:14]([C:21]3[CH:26]=[CH:25][CH:24]=[CH:23][CH:22]=3)=[CH:13][CH:12]=4)[CH:8]=2)[CH:6]=[CH:5][CH:4]=[CH:3][CH:2]=1.[Br:37]N1C(=O)CCC1=O.O, predict the reaction product. The product is: [Br:37][C:17]1[C:18]2[C:9]([C:10]([C:27]3[CH:36]=[CH:35][C:34]4[C:29](=[CH:30][CH:31]=[CH:32][CH:33]=4)[CH:28]=3)=[C:11]3[C:16]=1[CH:15]=[C:14]([C:21]1[CH:26]=[CH:25][CH:24]=[CH:23][CH:22]=1)[CH:13]=[CH:12]3)=[CH:8][C:7]([C:1]1[CH:2]=[CH:3][CH:4]=[CH:5][CH:6]=1)=[CH:20][CH:19]=2.